Task: Predict the reaction yield, written as a fraction of the theoretical maximum amount of product (1.0 means a 100% yield; for example, 0.34 means a 34% yield).. Dataset: Reaction yield outcomes from USPTO patents with 853,638 reactions (1) No catalyst specified. The reactants are [F:1][C:2]1[CH:7]=[C:6]([I:8])[CH:5]=[CH:4][C:3]=1[NH:9][C:10]1[N:15]([CH3:16])[C:14](=[O:17])[N:13]([CH3:18])[C:12](=[O:19])[C:11]=1[C:20](OC1C=CC=CC=1)=[O:21].C1([C@H]2[O:40][CH:39]([CH2:41][O:42][NH2:43])[CH2:38][CH2:37][O:36]2)C=CC=CC=1. The yield is 0.600. The product is [OH:40][C@H:39]([CH2:38][CH2:37][OH:36])[CH2:41][O:42][NH:43][C:20]([C:11]1[C:12](=[O:19])[N:13]([CH3:18])[C:14](=[O:17])[N:15]([CH3:16])[C:10]=1[NH:9][C:3]1[CH:4]=[CH:5][C:6]([I:8])=[CH:7][C:2]=1[F:1])=[O:21]. (2) The product is [C:1]([CH:3]1[CH2:4][N:5]([C:7](=[O:49])[C@H:8]([NH:10][C:11]([C:13]2[C:21]3[C:16](=[N:17][CH:18]=[C:19]([C:22]4[C:30]5[C:25](=[CH:26][C:27]([Cl:31])=[CH:28][CH:29]=5)[N:24]([CH2:32][CH2:33][OH:34])[N:23]=4)[N:20]=3)[NH:15][CH:14]=2)=[O:12])[CH3:9])[CH2:6]1)#[N:2]. The reactants are [C:1]([CH:3]1[CH2:6][N:5]([C:7](=[O:49])[C@H:8]([NH:10][C:11]([C:13]2[C:21]3[C:16](=[N:17][CH:18]=[C:19]([C:22]4[C:30]5[C:25](=[CH:26][C:27]([Cl:31])=[CH:28][CH:29]=5)[N:24]([CH2:32][CH2:33][O:34]C5CCCCO5)[N:23]=4)[N:20]=3)[N:15](COCC[Si](C)(C)C)[CH:14]=2)=[O:12])[CH3:9])[CH2:4]1)#[N:2].C(O)(C(F)(F)F)=O. The catalyst is C(Cl)Cl. The yield is 0.650. (3) The reactants are Br[C:2]1[CH:3]=[C:4]2[C:9](=[CH:10][CH:11]=1)[CH:8]=[C:7]([OH:12])[CH:6]=[CH:5]2.B([C:16]1[CH:24]=[CH:23][C:19]([C:20]([OH:22])=[O:21])=[CH:18][CH:17]=1)(O)O. No catalyst specified. The product is [OH:12][C:7]1[CH:8]=[C:9]2[C:4](=[CH:5][CH:6]=1)[CH:3]=[C:2]([C:16]1[CH:24]=[CH:23][C:19]([C:20]([OH:22])=[O:21])=[CH:18][CH:17]=1)[CH:11]=[CH:10]2. The yield is 0.0700. (4) The catalyst is C(O)C. The yield is 0.600. The product is [Cl:14][C:12]1[CH:11]=[CH:10][C:9]([O:15][CH3:16])=[C:8]([C:6]2[N:5]=[C:4]([CH3:17])[N:3]=[C:2]([NH:23][C:22]3[CH:24]=[CH:25][C:19]([Cl:18])=[CH:20][CH:21]=3)[CH:7]=2)[CH:13]=1. The reactants are Cl[C:2]1[CH:7]=[C:6]([C:8]2[CH:13]=[C:12]([Cl:14])[CH:11]=[CH:10][C:9]=2[O:15][CH3:16])[N:5]=[C:4]([CH3:17])[N:3]=1.[Cl:18][C:19]1[CH:25]=[CH:24][C:22]([NH2:23])=[CH:21][CH:20]=1.